The task is: Predict the reaction yield, written as a fraction of the theoretical maximum amount of product (1.0 means a 100% yield; for example, 0.34 means a 34% yield).. This data is from Reaction yield outcomes from USPTO patents with 853,638 reactions. (1) The reactants are [Cl:1][C:2]1[NH:10][C:9]([NH2:11])=[N:8][C:7]2[C:3]=1[N:4]=[CH:5][N:6]=2.[C:12](O[C:12]([O:14][C:15]([CH3:18])([CH3:17])[CH3:16])=[O:13])([O:14][C:15]([CH3:18])([CH3:17])[CH3:16])=[O:13]. No catalyst specified. The product is [NH2:11][C:9]1[N:8]=[C:7]2[C:3]([N:4]=[CH:5][N:6]2[C:12]([O:14][C:15]([CH3:18])([CH3:17])[CH3:16])=[O:13])=[C:2]([Cl:1])[N:10]=1. The yield is 0.640. (2) The reactants are [CH2:1]([O:3][C:4]1([C:7]2[CH:12]=[CH:11][C:10]([C:13]#[CH:14])=[CH:9][C:8]=2[C:15]([CH3:18])([CH3:17])[CH3:16])[CH2:6][CH2:5]1)[CH3:2].[CH3:19][O:20][C:21](=[O:30])[CH2:22][C:23]1[CH:28]=[CH:27][C:26](I)=[CH:25][CH:24]=1. The catalyst is C(N(CC)CC)C.[Cu]I.Cl[Pd](Cl)([P](C1C=CC=CC=1)(C1C=CC=CC=1)C1C=CC=CC=1)[P](C1C=CC=CC=1)(C1C=CC=CC=1)C1C=CC=CC=1. The product is [CH2:1]([O:3][C:4]1([C:7]2[CH:12]=[CH:11][C:10]([C:13]#[C:14][C:26]3[CH:27]=[CH:28][C:23]([CH2:22][C:21]([O:20][CH3:19])=[O:30])=[CH:24][CH:25]=3)=[CH:9][C:8]=2[C:15]([CH3:17])([CH3:16])[CH3:18])[CH2:6][CH2:5]1)[CH3:2]. The yield is 0.720. (3) The reactants are [CH3:1][CH:2]([NH:11][C:12](=O)[C:13]([O:15][CH2:16][CH3:17])=[O:14])[C:3](=O)[C:4]1[CH:9]=[CH:8][CH:7]=[CH:6][CH:5]=1.P12(SP3(SP(SP(S3)(S1)=S)(=S)S2)=S)=[S:20].C([O-])([O-])=O.[K+].[K+].[OH-].[Na+]. The catalyst is C(Cl)(Cl)Cl.O. The product is [CH3:1][C:2]1[N:11]=[C:12]([C:13]([O:15][CH2:16][CH3:17])=[O:14])[S:20][C:3]=1[C:4]1[CH:9]=[CH:8][CH:7]=[CH:6][CH:5]=1. The yield is 0.980. (4) The reactants are Cl[CH2:2][C:3]([O:5][CH2:6][CH3:7])=[O:4].[NH2:8][C:9]1[CH:14]=[C:13]([CH3:15])[CH:12]=[CH:11][N:10]=1.[CH2:16](O)[CH3:17]. No catalyst specified. The product is [CH2:6]([O:5][C:3]([C:2]1[N:10]2[CH:11]=[CH:12][C:13]([CH3:15])=[CH:14][C:9]2=[N:8][C:16]=1[CH3:17])=[O:4])[CH3:7]. The yield is 0.350. (5) The reactants are [CH2:1]([O:8][C:9]([C@H:11]1[CH2:15][CH2:14][CH2:13][N:12]1[C:16](=[O:19])[CH:17]=[CH2:18])=[O:10])[C:2]1[CH:7]=[CH:6][CH:5]=[CH:4][CH:3]=1.[CH2:20]([NH2:23])[CH2:21][CH3:22]. The catalyst is C(#N)C. The product is [CH2:1]([O:8][C:9]([C@H:11]1[CH2:15][CH2:14][CH2:13][N:12]1[C:16](=[O:19])[CH2:17][CH2:18][N:23]([CH2:18][CH2:17][C:16]([N:12]1[CH2:13][CH2:14][CH2:15][C@@H:11]1[C:9]([O:8][CH2:1][C:2]1[CH:3]=[CH:4][CH:5]=[CH:6][CH:7]=1)=[O:10])=[O:19])[CH2:20][CH2:21][CH3:22])=[O:10])[C:2]1[CH:3]=[CH:4][CH:5]=[CH:6][CH:7]=1. The yield is 0.190. (6) The reactants are FC(F)(F)C(O)=O.[Cl:8][C:9]1[CH:10]=[C:11]([CH:31]=[CH:32][C:33]=1[O:34][CH2:35][C:36]1[CH:41]=[CH:40][CH:39]=[C:38]([F:42])[CH:37]=1)[NH:12][C:13]1[C:22]2[C:17](=[CH:18][C:19]([OH:30])=[CH:20][C:21]=2[O:23][CH:24]2[CH2:29][CH2:28][O:27][CH2:26][CH2:25]2)[N:16]=[CH:15][N:14]=1.Br[CH2:44][CH2:45][CH2:46][Cl:47]. No catalyst specified. The product is [Cl:8][C:9]1[CH:10]=[C:11]([CH:31]=[CH:32][C:33]=1[O:34][CH2:35][C:36]1[CH:41]=[CH:40][CH:39]=[C:38]([F:42])[CH:37]=1)[NH:12][C:13]1[C:22]2[C:17](=[CH:18][C:19]([O:30][CH2:44][CH2:45][CH2:46][Cl:47])=[CH:20][C:21]=2[O:23][CH:24]2[CH2:29][CH2:28][O:27][CH2:26][CH2:25]2)[N:16]=[CH:15][N:14]=1. The yield is 1.00. (7) The reactants are [CH3:1][O:2][C:3]1[CH:4]=[N:5][CH:6]=[C:7](B2OC(C)(C)C(C)(C)O2)[CH:8]=1.FC(F)(F)S(O[C:24]1[CH:29]=[CH:28][C:27]([C:30]2[N:31]=[N:32][C:33]([N:36]([CH3:47])[CH:37]3[CH2:42][C:41]([CH3:44])([CH3:43])[NH:40][C:39]([CH3:46])([CH3:45])[CH2:38]3)=[CH:34][CH:35]=2)=[C:26]([OH:48])[CH:25]=1)(=O)=O.C(=O)(O)[O-].[Na+].O1CCOCC1. The catalyst is C1C=CC([P]([Pd]([P](C2C=CC=CC=2)(C2C=CC=CC=2)C2C=CC=CC=2)([P](C2C=CC=CC=2)(C2C=CC=CC=2)C2C=CC=CC=2)[P](C2C=CC=CC=2)(C2C=CC=CC=2)C2C=CC=CC=2)(C2C=CC=CC=2)C2C=CC=CC=2)=CC=1.O. The product is [CH3:1][O:2][C:3]1[CH:8]=[C:7]([C:24]2[CH:29]=[CH:28][C:27]([C:30]3[N:31]=[N:32][C:33]([N:36]([CH3:47])[CH:37]4[CH2:42][C:41]([CH3:43])([CH3:44])[NH:40][C:39]([CH3:46])([CH3:45])[CH2:38]4)=[CH:34][CH:35]=3)=[C:26]([OH:48])[CH:25]=2)[CH:6]=[N:5][CH:4]=1. The yield is 0.600. (8) The reactants are N.[C:2]1([C:8](O)([CH3:10])[CH3:9])[CH:7]=[CH:6][CH:5]=[CH:4][CH:3]=1.[H][H]. The catalyst is [Pd].C1(C)C=CC=CC=1. The product is [C:2]1([CH:8]([CH3:10])[CH3:9])[CH:7]=[CH:6][CH:5]=[CH:4][CH:3]=1. The yield is 0.282. (9) The reactants are [F:1][C:2]1[CH:7]=[CH:6][C:5]([C:8]2[NH:9][CH:10]=[C:11]([C:19]3[CH2:20][CH2:21][NH:22][CH2:23][CH:24]=3)[C:12]=2[C:13]2[CH:18]=[CH:17][N:16]=[CH:15][CH:14]=2)=[CH:4][CH:3]=1.[CH2:25]([O:27][C:28]([C:30]1[CH:38]=[CH:37][C:33]([CH2:34][CH2:35]Br)=[CH:32][CH:31]=1)=[O:29])[CH3:26].C(=O)([O-])[O-].[K+].[K+].O. The catalyst is CN(C)C=O. The product is [CH2:25]([O:27][C:28]([C:30]1[CH:31]=[CH:32][C:33]([CH2:34][CH2:35][N:22]2[CH2:21][CH:20]=[C:19]([C:11]3[C:12]([C:13]4[CH:18]=[CH:17][N:16]=[CH:15][CH:14]=4)=[C:8]([C:5]4[CH:6]=[CH:7][C:2]([F:1])=[CH:3][CH:4]=4)[NH:9][CH:10]=3)[CH2:24][CH2:23]2)=[CH:37][CH:38]=1)=[O:29])[CH3:26]. The yield is 0.440. (10) The reactants are [Cl-].O[NH3+:3].[C:4](=[O:7])([O-])[OH:5].[Na+].CS(C)=O.[CH2:13]([N:20]1[C:25](=[O:26])[C:24]([CH2:27][C:28]2[CH:33]=[CH:32][C:31]([C:34]3[C:35]([C:40]#[N:41])=[CH:36][CH:37]=[CH:38][CH:39]=3)=[CH:30][CH:29]=2)=[C:23]([CH2:42][CH2:43][CH2:44][CH3:45])[N:22]=[C:21]1[CH2:46][OH:47])[C:14]1[CH:19]=[CH:18][CH:17]=[CH:16][CH:15]=1. The catalyst is C(OCC)(=O)C. The product is [CH2:13]([N:20]1[C:25](=[O:26])[C:24]([CH2:27][C:28]2[CH:33]=[CH:32][C:31]([C:34]3[CH:39]=[CH:38][CH:37]=[CH:36][C:35]=3[C:40]3[NH:3][C:4](=[O:7])[O:5][N:41]=3)=[CH:30][CH:29]=2)=[C:23]([CH2:42][CH2:43][CH2:44][CH3:45])[N:22]=[C:21]1[CH2:46][OH:47])[C:14]1[CH:19]=[CH:18][CH:17]=[CH:16][CH:15]=1. The yield is 0.350.